Dataset: Catalyst prediction with 721,799 reactions and 888 catalyst types from USPTO. Task: Predict which catalyst facilitates the given reaction. (1) Reactant: [CH3:1][O:2][C:3]1[CH:12]=[C:11]2[C:6]([CH2:7][CH2:8][CH2:9][C:10]2=O)=[CH:5][CH:4]=1.[Br-].[C:15]1(C([PH3+])(C2C=CC=CC=2)C2C=CC=CC=2)C=CC=CC=1.CC(C)([O-])C.[K+]. Product: [CH3:1][O:2][C:3]1[CH:12]=[C:11]2[C:6]([CH2:7][CH2:8][CH2:9][C:10]2=[CH2:15])=[CH:5][CH:4]=1. The catalyst class is: 1. (2) Reactant: C(N(CC)CC)C.[F:8][C:9]([F:54])([F:53])[C:10]1[CH:11]=[C:12]([C@H:20]2[O:24][C:23](=[O:25])[N:22]([CH2:26][C:27]3[C:32]([C:33]4[C:34]([O:46][CH3:47])=[N:35][CH:36]=[C:37]([C:39]([OH:45])([CH3:44])[C:40]([F:43])([F:42])[F:41])[CH:38]=4)=[CH:31][N:30]=[C:29](S(C)(=O)=O)[N:28]=3)[C@H:21]2[CH3:52])[CH:13]=[C:14]([C:16]([F:19])([F:18])[F:17])[CH:15]=1.Cl.[F:56][CH:57]1[CH2:60][NH:59][CH2:58]1.C(O)(=O)CC(CC(O)=O)(C(O)=O)O. Product: [F:8][C:9]([F:54])([F:53])[C:10]1[CH:11]=[C:12]([C@H:20]2[O:24][C:23](=[O:25])[N:22]([CH2:26][C:27]3[C:32]([C:33]4[C:34]([O:46][CH3:47])=[N:35][CH:36]=[C:37]([C:39]([OH:45])([CH3:44])[C:40]([F:43])([F:42])[F:41])[CH:38]=4)=[CH:31][N:30]=[C:29]([N:59]4[CH2:60][CH:57]([F:56])[CH2:58]4)[N:28]=3)[C@H:21]2[CH3:52])[CH:13]=[C:14]([C:16]([F:19])([F:18])[F:17])[CH:15]=1. The catalyst class is: 476. (3) Reactant: Cl.CN.[C:4]([O-:7])([O-])=O.[Na+].[Na+].ClC(OC1C=C[C:17]([N+:20]([O-])=O)=CC=1)=O.Cl.Cl.[CH2:25]([N:32]([CH2:53][CH2:54][N:55]([CH3:57])[CH3:56])[C:33]([CH2:35][N:36]([C:43]1[CH:44]=[CH:45][CH:46]=[C:47]2[C:52]=1[CH2:51][NH:50][CH2:49][CH2:48]2)[C:37](=[O:42])[C:38]([F:41])([F:40])[F:39])=[O:34])[C:26]1[CH:31]=[CH:30][CH:29]=[CH:28][CH:27]=1. Product: [CH3:56][N:55]([CH3:57])[CH2:54][CH2:53][N:32]([CH2:25][C:26]1[CH:31]=[CH:30][CH:29]=[CH:28][C:27]=1[C:38]([F:41])([F:40])[F:39])[C:33](=[O:34])[CH2:35][N:36]([C:43]1[CH:44]=[CH:45][CH:46]=[C:47]2[C:52]=1[CH2:51][N:50]([C:4]([NH:20][CH3:17])=[O:7])[CH2:49][CH2:48]2)[C:37](=[O:42])[C:38]([F:39])([F:40])[F:41]. The catalyst class is: 144. (4) Reactant: Br[C:2]1[CH:7]=[CH:6][CH:5]=[CH:4][C:3]=1[S:8]([N:11]([CH2:31][O:32][CH3:33])[C:12]1[C:13]([C:23]([N:25]2[CH2:30][CH2:29][O:28][CH2:27][CH2:26]2)=[O:24])=[N:14][N:15]([C:17]2[CH:22]=[CH:21][CH:20]=[CH:19][CH:18]=2)[CH:16]=1)(=[O:10])=[O:9].C1(P(C2C=CC=CC=2)C2C=CC=CC=2)C=CC=CC=1.C([O-])([O-])=O.[Cs+].[Cs+]. Product: [CH3:33][O:32][CH2:31][N:11]1[C:12]2[C:13]([C:23]([N:25]3[CH2:30][CH2:29][O:28][CH2:27][CH2:26]3)=[O:24])=[N:14][N:15]([C:17]3[CH:22]=[CH:21][CH:20]=[CH:19][CH:18]=3)[C:16]=2[C:2]2[CH:7]=[CH:6][CH:5]=[CH:4][C:3]=2[S:8]1(=[O:10])=[O:9]. The catalyst class is: 167.